Dataset: Full USPTO retrosynthesis dataset with 1.9M reactions from patents (1976-2016). Task: Predict the reactants needed to synthesize the given product. (1) Given the product [CH3:49][N:47]([CH3:48])[CH2:46][C@H:45]([NH:44][C:34]([N:30]([CH3:29])[C:31]1[CH:32]=[CH:5][C:6]([O:9][C:10]2[CH:11]=[CH:12][CH:13]=[CH:14][CH:15]=2)=[CH:7][CH:33]=1)=[O:19])[CH2:50][C:51]([O:53][CH2:54][C:55]1[CH:56]=[CH:57][CH:58]=[CH:59][CH:60]=1)=[O:52], predict the reactants needed to synthesize it. The reactants are: CNC1C=[CH:7][C:6]([O:9][C:10]2[CH:15]=[CH:14][CH:13]=[CH:12][CH:11]=2)=[CH:5]C=1.ClC(Cl)([O:19]C(=O)OC(Cl)(Cl)Cl)Cl.C[CH2:29][N:30]([CH:34](C)C)[CH:31]([CH3:33])[CH3:32].FC(F)(F)C([O-])=O.[NH2:44][C@H:45]([CH2:50][C:51]([O:53][CH2:54][C:55]1[CH:60]=[CH:59][CH:58]=[CH:57][CH:56]=1)=[O:52])[CH2:46][NH+:47]([CH3:49])[CH3:48]. (2) Given the product [C:1]([C:3]1[CH:4]=[N:5][C:6]2[C:11]([CH:12]=1)=[CH:10][C:9]([CH2:13][C:14]1[CH:15]=[C:16]([CH:21]=[CH:22][N:23]=1)[C:17]([OH:19])=[O:18])=[CH:8][CH:7]=2)#[N:2], predict the reactants needed to synthesize it. The reactants are: [C:1]([C:3]1[CH:4]=[N:5][C:6]2[C:11]([CH:12]=1)=[CH:10][C:9]([CH2:13][C:14]1[CH:15]=[C:16]([CH:21]=[CH:22][N:23]=1)[C:17]([O:19]C)=[O:18])=[CH:8][CH:7]=2)#[N:2].O[Li].O.Cl. (3) Given the product [O:1]1[C:5]2[CH:6]=[CH:7][CH:8]=[CH:9][C:4]=2[N:3]=[C:2]1[S:10][CH2:11][CH2:12][CH2:13][CH2:14][CH2:15][CH2:16][CH2:17][CH2:18][NH:19][C:30]([C:29]1[CH:33]=[C:34]([C:40]2[CH:45]=[CH:44][CH:43]=[C:42]([Cl:46])[CH:41]=2)[C:35]([O:36][CH:48]([OH:49])[CH3:47])=[C:27]([C:23]2[CH:24]=[CH:25][CH:26]=[C:21]([Cl:20])[CH:22]=2)[CH:28]=1)=[O:31], predict the reactants needed to synthesize it. The reactants are: [O:1]1[C:5]2[CH:6]=[CH:7][CH:8]=[CH:9][C:4]=2[N:3]=[C:2]1[S:10][CH2:11][CH2:12][CH2:13][CH2:14][CH2:15][CH2:16][CH2:17][CH2:18][NH2:19].[Cl:20][C:21]1[CH:22]=[C:23]([C:27]2[CH:28]=[C:29]([CH:33]=[C:34]([C:40]3[CH:45]=[CH:44][CH:43]=[C:42]([Cl:46])[CH:41]=3)[C:35]=2[O:36]CCO)[C:30](O)=[O:31])[CH:24]=[CH:25][CH:26]=1.[CH3:47][CH2:48][O:49]C1N(C(OCC)=O)C2C(=CC=CC=2)C=C1. (4) Given the product [CH3:14][O:15][C:16]1[CH:22]=[CH:21][C:19]([NH:20][C:8](=[O:10])[C:7]2[C:2]([F:1])=[CH:3][CH:4]=[CH:5][C:6]=2[NH2:12])=[CH:18][CH:17]=1, predict the reactants needed to synthesize it. The reactants are: [F:1][C:2]1[CH:3]=[CH:4][CH:5]=[C:6]2[NH:12]C(=O)[O:10][C:8](=O)[C:7]=12.[CH3:14][O:15][C:16]1[CH:22]=[CH:21][C:19]([NH2:20])=[CH:18][CH:17]=1. (5) Given the product [CH3:20][C:21]1[CH:28]=[CH:27][C:24](/[CH:25]=[CH:26]/[C:11]2[CH:12]=[CH:13][C:8]([S:7]([F:19])([F:18])([F:17])([F:16])[F:6])=[CH:9][CH:10]=2)=[CH:23][CH:22]=1, predict the reactants needed to synthesize it. The reactants are: F[B-](F)(F)F.[F:6][S:7]([F:19])([F:18])([F:17])([F:16])[C:8]1[CH:13]=[CH:12][C:11]([N+]#N)=[CH:10][CH:9]=1.[CH3:20][C:21]1[CH:28]=[CH:27][C:24]([CH:25]=[CH2:26])=[CH:23][CH:22]=1. (6) Given the product [NH2:13][C:10]1[CH:11]=[CH:12][C:7]([C@@H:3]2[O:4][CH2:5][CH2:6][N:1]([C:15]3[N:20]([CH3:21])[C:19](=[O:22])[CH:18]=[C:17]([C:23]4[CH:24]=[CH:25][N:26]=[CH:27][CH:28]=4)[N:16]=3)[CH2:2]2)=[CH:8][CH:9]=1, predict the reactants needed to synthesize it. The reactants are: [NH:1]1[CH2:6][CH2:5][O:4][C@@H:3]([C:7]2[CH:12]=[CH:11][C:10]([NH2:13])=[CH:9][CH:8]=2)[CH2:2]1.Cl[C:15]1[N:20]([CH3:21])[C:19](=[O:22])[CH:18]=[C:17]([C:23]2[CH:28]=[CH:27][N:26]=[CH:25][CH:24]=2)[N:16]=1.C(N(CC)CC)C. (7) Given the product [CH2:21]([C:16]1[CH:17]=[CH:18][CH:19]=[CH:20][C:15]=1[CH:10]1[CH2:9][C:8]([CH3:24])([CH3:23])[C:7]2[C:12](=[CH:13][CH:14]=[C:5]([C:3]([OH:4])=[O:2])[CH:6]=2)[NH:11]1)[CH3:22], predict the reactants needed to synthesize it. The reactants are: C[O:2][C:3]([C:5]1[CH:6]=[C:7]2[C:12](=[CH:13][CH:14]=1)[NH:11][CH:10]([C:15]1[CH:20]=[CH:19][CH:18]=[CH:17][C:16]=1[CH2:21][CH3:22])[CH2:9][C:8]2([CH3:24])[CH3:23])=[O:4].[OH-].[Na+].Cl. (8) Given the product [ClH:1].[NH2:2][CH2:3][C:4]1[NH:5][C:6]([C:12]2[CH:21]=[CH:20][CH:19]=[C:18]3[C:13]=2[N:14]=[C:15]([NH:23][C:24]2([CH3:27])[CH2:26][CH2:25]2)[C:16]([CH3:22])=[N:17]3)=[CH:7][C:8]=1[C:9]([OH:11])=[O:10], predict the reactants needed to synthesize it. The reactants are: [ClH:1].[NH2:2][CH2:3][C:4]1[NH:5][C:6]([C:12]2[CH:21]=[CH:20][CH:19]=[C:18]3[C:13]=2[N:14]=[C:15]([NH:23][C:24]([CH3:27])([CH3:26])[CH3:25])[C:16]([CH3:22])=[N:17]3)=[CH:7][C:8]=1[C:9]([OH:11])=[O:10].C(OC(NCC1NC(C2C=CC=C3C=2N=C(NC2(C)CC2)C(C)=N3)=CC=1C(OCC)=O)=O)(C)(C)C. (9) Given the product [CH2:19]([N:5]1[CH:9]=[CH:8][N:7]=[N:6]1)[CH2:18][C:16]#[CH:15], predict the reactants needed to synthesize it. The reactants are: [OH-].[Na+].[I-].[Na+].[NH:5]1[CH:9]=[CH:8][N:7]=[N:6]1.CS([O-])(=O)=O.[CH3:15][C:16](O)([CH2:18][CH3:19])C.